From a dataset of Forward reaction prediction with 1.9M reactions from USPTO patents (1976-2016). Predict the product of the given reaction. (1) Given the reactants [CH2:1]([O:3][C:4](=[O:16])[CH2:5][O:6][C:7]1[CH:12]=[CH:11][CH:10]=[C:9]([N+:13]([O-])=O)[CH:8]=1)[CH3:2], predict the reaction product. The product is: [CH2:1]([O:3][C:4](=[O:16])[CH2:5][O:6][C:7]1[CH:12]=[CH:11][CH:10]=[C:9]([NH2:13])[CH:8]=1)[CH3:2]. (2) Given the reactants [F:1][C:2]1[CH:3]=[C:4]([CH:8]=[CH:9][N:10]=1)[C:5]([OH:7])=O.CN(C(ON1N=NC2C=CC=NC1=2)=[N+](C)C)C.F[P-](F)(F)(F)(F)F.CCN(CC)CC.FC(F)(F)C(O)=O.[CH:49]1([C@H:55]([NH:60][C:61]([C:63]2[O:64][C:65]([C:68]3[CH:73]=[CH:72][CH:71]=[C:70]([CH2:74][NH2:75])[CH:69]=3)=[CH:66][CH:67]=2)=[O:62])[C:56](=[O:59])[NH:57][CH3:58])[CH2:54][CH2:53][CH2:52][CH2:51][CH2:50]1, predict the reaction product. The product is: [CH:49]1([C@H:55]([NH:60][C:61]([C:63]2[O:64][C:65]([C:68]3[CH:69]=[C:70]([CH:71]=[CH:72][CH:73]=3)[CH2:74][NH:75][C:5](=[O:7])[C:4]3[CH:8]=[CH:9][N:10]=[C:2]([F:1])[CH:3]=3)=[CH:66][CH:67]=2)=[O:62])[C:56](=[O:59])[NH:57][CH3:58])[CH2:54][CH2:53][CH2:52][CH2:51][CH2:50]1. (3) Given the reactants C([O-])(O)=O.[Na+].[Cl:6][C:7]1[CH:8]=[C:9]([C:14]2[N:18]([C:19]3[CH:24]=[CH:23][CH:22]=[C:21]([Cl:25])[C:20]=3[F:26])[C:17]([C:27]3[CH:32]=[CH:31][CH:30]=[CH:29][C:28]=3[NH:33][CH2:34][CH2:35][C:36]([NH:38][NH2:39])=[O:37])=[N:16][C:15]=2[C:40]([NH2:42])=[O:41])[CH:10]=[CH:11][C:12]=1[F:13].O1CCOCC1.[N:49]#[C:50]Br, predict the reaction product. The product is: [NH2:49][C:50]1[O:37][C:36]([CH2:35][CH2:34][NH:33][C:28]2[CH:29]=[CH:30][CH:31]=[CH:32][C:27]=2[C:17]2[N:18]([C:19]3[CH:24]=[CH:23][CH:22]=[C:21]([Cl:25])[C:20]=3[F:26])[C:14]([C:9]3[CH:10]=[CH:11][C:12]([F:13])=[C:7]([Cl:6])[CH:8]=3)=[C:15]([C:40]([NH2:42])=[O:41])[N:16]=2)=[N:38][N:39]=1. (4) Given the reactants [Cl:1][C:2]1[CH:7]=[CH:6][C:5]([CH2:8][CH2:9][N:10]2[C:14]3[N:15]=[C:16]([C:19]#[N:20])[N:17]=[CH:18][C:13]=3[CH:12]=[C:11]2[CH2:21][O:22][C:23]2[CH:28]=[CH:27][C:26]([N:29]3[CH2:34][CH2:33][NH:32][CH2:31][CH2:30]3)=[CH:25][C:24]=2[F:35])=[CH:4][CH:3]=1.I[CH2:37][CH3:38].C(=O)([O-])[O-].[K+].[K+].Cl, predict the reaction product. The product is: [Cl:1][C:2]1[CH:3]=[CH:4][C:5]([CH2:8][CH2:9][N:10]2[C:14]3[N:15]=[C:16]([C:19]#[N:20])[N:17]=[CH:18][C:13]=3[CH:12]=[C:11]2[CH2:21][O:22][C:23]2[CH:28]=[CH:27][C:26]([N:29]3[CH2:34][CH2:33][N:32]([CH2:37][CH3:38])[CH2:31][CH2:30]3)=[CH:25][C:24]=2[F:35])=[CH:6][CH:7]=1.